From a dataset of Reaction yield outcomes from USPTO patents with 853,638 reactions. Predict the reaction yield, written as a fraction of the theoretical maximum amount of product (1.0 means a 100% yield; for example, 0.34 means a 34% yield). (1) The reactants are [N+:1]([CH2:4][CH:5]1[O:9][B:8]([OH:10])[C:7]2[CH:11]=[CH:12][CH:13]=[CH:14][C:6]1=2)([O-])=O.N.[ClH:16]. The catalyst is C(O)C.O.[Ni]. The product is [ClH:16].[NH2:1][CH2:4][CH:5]1[O:9][B:8]([OH:10])[C:7]2[CH:11]=[CH:12][CH:13]=[CH:14][C:6]1=2. The yield is 0.920. (2) The yield is 0.540. The reactants are Br[C:2]1[CH:7]=[CH:6][C:5]2[C:8]3[CH2:13][CH2:12][N:11]([C:14]([O:16][C:17]([CH3:20])([CH3:19])[CH3:18])=[O:15])[CH2:10][C:9]=3[S:21][C:4]=2[CH:3]=1.[CH2:22]([O:29][C:30]1[CH:35]=[CH:34][NH:33][C:32](=[O:36])[CH:31]=1)[C:23]1[CH:28]=[CH:27][CH:26]=[CH:25][CH:24]=1. The product is [CH2:22]([O:29][C:30]1[CH:35]=[CH:34][N:33]([C:2]2[CH:7]=[CH:6][C:5]3[C:8]4[CH2:13][CH2:12][N:11]([C:14]([O:16][C:17]([CH3:20])([CH3:19])[CH3:18])=[O:15])[CH2:10][C:9]=4[S:21][C:4]=3[CH:3]=2)[C:32](=[O:36])[CH:31]=1)[C:23]1[CH:24]=[CH:25][CH:26]=[CH:27][CH:28]=1. No catalyst specified. (3) The reactants are Cl[C:2]1[C:11]2[C:6](=[CH:7][CH:8]=[C:9]([C:12]3[CH:17]=[CH:16][C:15]([F:18])=[CH:14][CH:13]=3)[CH:10]=2)[N:5]=[CH:4][N:3]=1.[CH2:19]([NH2:23])[CH2:20][CH2:21][CH3:22]. No catalyst specified. The product is [CH2:19]([NH:23][C:2]1[C:11]2[C:6](=[CH:7][CH:8]=[C:9]([C:12]3[CH:17]=[CH:16][C:15]([F:18])=[CH:14][CH:13]=3)[CH:10]=2)[N:5]=[CH:4][N:3]=1)[CH2:20][CH2:21][CH3:22]. The yield is 0.680. (4) The reactants are [I:1][C:2]1[CH:7]=[CH:6][N:5]([C:8]2[CH:13]=[CH:12][CH:11]=[CH:10][CH:9]=2)[C:4](=[O:14])[C:3]=1[C:15](Cl)=[O:16].C(N(C(C)C)CC)(C)C.[CH3:27][O:28][C:29]1[CH:30]=[C:31]2[C:36](=[CH:37][C:38]=1[O:39][CH3:40])[N:35]=[CH:34][CH:33]=[C:32]2[O:41][C:42]1[CH:43]=[CH:44][C:45]([NH2:48])=[N:46][CH:47]=1. The catalyst is ClCCl.CO. The product is [CH3:27][O:28][C:29]1[CH:30]=[C:31]2[C:36](=[CH:37][C:38]=1[O:39][CH3:40])[N:35]=[CH:34][CH:33]=[C:32]2[O:41][C:42]1[CH:43]=[CH:44][C:45]([NH:48][C:15]([C:3]2[C:4](=[O:14])[N:5]([C:8]3[CH:13]=[CH:12][CH:11]=[CH:10][CH:9]=3)[CH:6]=[CH:7][C:2]=2[I:1])=[O:16])=[N:46][CH:47]=1. The yield is 0.680. (5) The reactants are Cl.[O:2]1[C:8]2[CH:9]=[CH:10][C:11]([C:13]3[S:17][C:16]([NH:18][C:19](=[O:21])[CH3:20])=[N:15][CH:14]=3)=[CH:12][C:7]=2[CH2:6][NH:5][CH2:4][CH2:3]1.Cl[C:23]1[C:28]([CH2:29][C:30]2[CH:35]=[CH:34][C:33]([F:36])=[CH:32][CH:31]=2)=[C:27]([CH3:37])[N:26]=[CH:25][N:24]=1.C(N(C(C)C)CC)(C)C. The catalyst is CN1CCCC1. The product is [F:36][C:33]1[CH:32]=[CH:31][C:30]([CH2:29][C:28]2[C:23]([N:5]3[CH2:6][C:7]4[CH:12]=[C:11]([C:13]5[S:17][C:16]([NH:18][C:19](=[O:21])[CH3:20])=[N:15][CH:14]=5)[CH:10]=[CH:9][C:8]=4[O:2][CH2:3][CH2:4]3)=[N:24][CH:25]=[N:26][C:27]=2[CH3:37])=[CH:35][CH:34]=1. The yield is 0.470. (6) The reactants are [CH:1]([P:4](Cl)(Cl)=[O:5])([CH3:3])[CH3:2].[CH:8]([Mg]Br)=[CH2:9].[NH4+].[Cl-].[CH2:14]1COC[CH2:15]1. No catalyst specified. The product is [CH:14]([P:4](=[O:5])([CH:8]=[CH2:9])[CH:1]([CH3:3])[CH3:2])=[CH2:15]. The yield is 0.800. (7) The reactants are C(OC([N:8]1[CH2:11][CH:10]([C:12]2[C:17]([C:18]3[CH:23]=[CH:22][CH:21]=[C:20]([O:24][CH3:25])[CH:19]=3)=[N:16][CH:15]=[CH:14][N:13]=2)[CH2:9]1)=O)(C)(C)C.[ClH:26].CO. No catalyst specified. The product is [ClH:26].[NH:8]1[CH2:11][CH:10]([C:12]2[C:17]([C:18]3[CH:23]=[CH:22][CH:21]=[C:20]([O:24][CH3:25])[CH:19]=3)=[N:16][CH:15]=[CH:14][N:13]=2)[CH2:9]1. The yield is 0.992. (8) The reactants are [OH-].[Na+].[OH:3][C:4]1[CH:13]=[CH:12][C:7]([C:8]([O:10]C)=[O:9])=[CH:6][CH:5]=1.Br[CH2:15][CH2:16][CH2:17][CH:18]=[CH2:19]. The product is [CH2:19]([O:3][C:4]1[CH:13]=[CH:12][C:7]([C:8]([OH:10])=[O:9])=[CH:6][CH:5]=1)[CH2:18][CH2:17][CH:16]=[CH2:15]. The yield is 0.930. The catalyst is [Br-].C([N+](CCCC)(CCCC)CCCC)CCC.O. (9) The reactants are [CH3:1][O:2][C:3]([C:5]1[CH:6]=[C:7]([C:14]2[CH:19]=[CH:18][C:17]([CH3:20])=[CH:16][CH:15]=2)[CH:8]=[C:9]([N+:11]([O-])=O)[CH:10]=1)=[O:4].Cl[Sn]Cl. The catalyst is CO. The product is [CH3:1][O:2][C:3]([C:5]1[CH:6]=[C:7]([C:14]2[CH:19]=[CH:18][C:17]([CH3:20])=[CH:16][CH:15]=2)[CH:8]=[C:9]([NH2:11])[CH:10]=1)=[O:4]. The yield is 0.950.